Dataset: Catalyst prediction with 721,799 reactions and 888 catalyst types from USPTO. Task: Predict which catalyst facilitates the given reaction. (1) Reactant: [Cl:1][CH2:2][C:3](=O)[CH2:4][C:5]([O:7][CH2:8][CH3:9])=[O:6].[C:11]1([CH:18]=CC=[C:14](O)[CH:13]=1)[OH:12]. Product: [Cl:1][CH2:2][C:3]1[C:9]2[C:8](=[CH:18][C:11]([OH:12])=[CH:13][CH:14]=2)[O:7][C:5](=[O:6])[CH:4]=1. The catalyst class is: 65. (2) Reactant: [Cl:1][C:2]1[CH:3]=[C:4]2[C:8](=[CH:9][CH:10]=1)[NH:7][CH:6]=[C:5]2[CH2:11][CH2:12][NH:13][C:14](=[O:23])[C:15]1[CH:20]=[CH:19][CH:18]=[C:17]([CH2:21]Cl)[CH:16]=1.[CH3:24][O:25][C:26]1[CH:31]=[CH:30][C:29](B(O)O)=[CH:28][CH:27]=1.C(=O)([O-])[O-].[Na+].[Na+].[I-].[Na+]. Product: [Cl:1][C:2]1[CH:3]=[C:4]2[C:8](=[CH:9][CH:10]=1)[NH:7][CH:6]=[C:5]2[CH2:11][CH2:12][NH:13][C:14](=[O:23])[C:15]1[CH:20]=[CH:19][CH:18]=[C:17]([CH2:21][C:29]2[CH:30]=[CH:31][C:26]([O:25][CH3:24])=[CH:27][CH:28]=2)[CH:16]=1. The catalyst class is: 437. (3) Reactant: [O:1](P(CC(OCC)=O)(OC1C=CC=CC=1)=O)[C:2]1C=CC=C[CH:3]=1.N12CCCN=C1CCCCC2.[Na+].[I-].[NH2:36][C:37]1[C:42]([CH:43]=O)=[C:41]([CH:45]2[CH2:50][CH2:49][CH2:48][N:47]([C:51]([O:53][C:54]([CH3:57])([CH3:56])[CH3:55])=[O:52])[CH2:46]2)[CH:40]=[C:39]([C:58]2[C:63]([O:64][CH2:65][C:66]3[CH:71]=[CH:70][C:69]([O:72][CH3:73])=[CH:68][CH:67]=3)=[CH:62][CH:61]=[CH:60][C:59]=2[O:74][CH2:75][CH:76]2[CH2:78][CH2:77]2)[N:38]=1. Product: [CH:76]1([CH2:75][O:74][C:59]2[CH:60]=[CH:61][CH:62]=[C:63]([O:64][CH2:65][C:66]3[CH:71]=[CH:70][C:69]([O:72][CH3:73])=[CH:68][CH:67]=3)[C:58]=2[C:39]2[CH:40]=[C:41]([CH:45]3[CH2:50][CH2:49][CH2:48][N:47]([C:51]([O:53][C:54]([CH3:56])([CH3:55])[CH3:57])=[O:52])[CH2:46]3)[C:42]3[CH:43]=[CH:3][C:2](=[O:1])[NH:36][C:37]=3[N:38]=2)[CH2:78][CH2:77]1. The catalyst class is: 1. (4) Reactant: [OH-].[Li+].[N:3]1[C:12]2[C:7](=[CH:8][CH:9]=[CH:10][CH:11]=2)[N:6]=[CH:5][C:4]=1[C:13]([O:15]CC)=[O:14]. Product: [N:3]1[C:12]2[C:7](=[CH:8][CH:9]=[CH:10][CH:11]=2)[N:6]=[CH:5][C:4]=1[C:13]([OH:15])=[O:14]. The catalyst class is: 72.